From a dataset of Forward reaction prediction with 1.9M reactions from USPTO patents (1976-2016). Predict the product of the given reaction. (1) The product is: [I:1][C:2]1[CH:3]=[CH:4][C:5]([NH:8][S:16]([C:13]2[CH:14]=[CH:15][C:10]([CH3:9])=[CH:11][CH:12]=2)(=[O:18])=[O:17])=[N:6][CH:7]=1. Given the reactants [I:1][C:2]1[CH:3]=[CH:4][C:5]([NH2:8])=[N:6][CH:7]=1.[CH3:9][C:10]1[CH:15]=[CH:14][C:13]([S:16](Cl)(=[O:18])=[O:17])=[CH:12][CH:11]=1.N1C=CC=CC=1, predict the reaction product. (2) Given the reactants [Br:1][C:2]1[CH:3]=[C:4]2[C:9](=[CH:10][CH:11]=1)[C:8](=[O:12])[NH:7][C:6](=[O:13])[C:5]2=[CH:14]OC.[N:17]1([CH2:22][C:23]2[CH:28]=[CH:27][C:26]([NH2:29])=[CH:25][CH:24]=2)[CH2:21][CH2:20][CH2:19][CH2:18]1, predict the reaction product. The product is: [Br:1][C:2]1[CH:3]=[C:4]2[C:9](=[CH:10][CH:11]=1)[C:8](=[O:12])[NH:7][C:6](=[O:13])[C:5]2=[CH:14][NH:29][C:26]1[CH:25]=[CH:24][C:23]([CH2:22][N:17]2[CH2:21][CH2:20][CH2:19][CH2:18]2)=[CH:28][CH:27]=1. (3) Given the reactants [F:1][C:2]1[CH:19]=[C:18]([N+:20]([O-:22])=[O:21])[CH:17]=[CH:16][C:3]=1[CH2:4][N:5]1C(=O)C2C(=CC=CC=2)C1=O.O.NN.C(=O)(O)[O-].[K+], predict the reaction product. The product is: [F:1][C:2]1[CH:19]=[C:18]([N+:20]([O-:22])=[O:21])[CH:17]=[CH:16][C:3]=1[CH2:4][NH2:5]. (4) Given the reactants Cl[C:2]1[C:7]([NH:8][C:9]([C:11]2[C:12]([NH:17][CH:18]3[CH2:20][CH2:19]3)=[N:13][CH:14]=[CH:15][CH:16]=2)=[O:10])=[C:6]([CH3:21])[CH:5]=[CH:4][N:3]=1.[H-].[Na+], predict the reaction product. The product is: [CH3:21][C:6]1[CH:5]=[CH:4][N:3]=[C:2]2[N:17]([CH:18]3[CH2:20][CH2:19]3)[C:12]3[N:13]=[CH:14][CH:15]=[CH:16][C:11]=3[C:9](=[O:10])[NH:8][C:7]=12. (5) The product is: [ClH:25].[NH:8]1[CH2:9][CH2:10][C:5]2([CH2:4][CH:3]([CH2:2][OH:1])[C:24]3[C:19](=[CH:20][CH:21]=[CH:22][CH:23]=3)[O:18]2)[CH2:6][CH2:7]1. Given the reactants [OH:1][CH2:2][CH:3]1[C:24]2[C:19](=[CH:20][CH:21]=[CH:22][CH:23]=2)[O:18][C:5]2([CH2:10][CH2:9][N:8](C(OC(C)(C)C)=O)[CH2:7][CH2:6]2)[CH2:4]1.[ClH:25], predict the reaction product.